From a dataset of Tyrosyl-DNA phosphodiesterase HTS with 341,365 compounds. Binary Classification. Given a drug SMILES string, predict its activity (active/inactive) in a high-throughput screening assay against a specified biological target. (1) The compound is O(c1cc(c2n(nnc2C(=O)N\N=C\c2oc(cc2)C)c2nonc2N)ccc1)CC. The result is 0 (inactive). (2) The molecule is S(c1n(c(=O)c2c(n1)cccc2)C)CCOc1c(F)cccc1. The result is 0 (inactive). (3) The compound is O(C(=O)N1CCC(CC1)c1n(ncc1C(=O)NCC1CCN(CC1)Cc1ccc(cc1)C)c1ccc(cc1)C)C(C)(C)C. The result is 0 (inactive). (4) The result is 0 (inactive). The compound is O1CC2C(C3(N(C2c2c1cccc2)C(=O)CN(C3=O)CCCC)C)c1ccccc1. (5) The molecule is Fc1ccc(C(N(c2cc(ccc2)C)C(=O)c2oc(CN3CCOCC3)cc2)C(=O)NC2CCCCC2)cc1. The result is 0 (inactive). (6) The compound is S1c2c(N(C3CCCC3)C(=O)c3c1cccc3)cc(NC(=O)c1cc(F)ccc1)cc2. The result is 0 (inactive). (7) The drug is O(C(=O)NC(\C(=C\C(C)C(=O)NCc1cccnc1)c1cccnc1)c1ccc(cc1)C(OC)=O)Cc1ccccc1. The result is 0 (inactive). (8) The compound is o1c(CNC(=O)COC(=O)/C=C\c2c([N+]([O-])=O)cccc2)ccc1. The result is 0 (inactive). (9) The molecule is o1c2c(CN3CC(CCC3)C)c(O)ccc2cc(c1=O)c1ccc(OC)cc1. The result is 0 (inactive).